From a dataset of Forward reaction prediction with 1.9M reactions from USPTO patents (1976-2016). Predict the product of the given reaction. (1) Given the reactants Cl.[F:2][CH2:3][C@@H:4]1[CH2:8][CH2:7][NH:6][CH2:5]1.Br[CH2:10][CH2:11][OH:12].C(=O)([O-])[O-].[K+].[K+], predict the reaction product. The product is: [F:2][CH2:3][C@@H:4]1[CH2:8][CH2:7][N:6]([CH2:10][CH2:11][OH:12])[CH2:5]1. (2) Given the reactants [NH:1]([C:39]([O:41][C:42]([CH3:45])([CH3:44])[CH3:43])=[O:40])[C@H:2]([C:11]([NH:13][C@H:14]([C:36]([OH:38])=O)[CH2:15][S:16][C:17]([C:30]1[CH:35]=[CH:34][CH:33]=[CH:32][CH:31]=1)([C:24]1[CH:29]=[CH:28][CH:27]=[CH:26][CH:25]=1)[C:18]1[CH:23]=[CH:22][CH:21]=[CH:20][CH:19]=1)=[O:12])[CH2:3][C:4](=[O:10])[O:5][C:6]([CH3:9])([CH3:8])[CH3:7].C1(N=C=NC2CCCCC2)CCCCC1.ONC(=O)CCC(N)=O.[NH2:70][CH2:71][C:72]([O:74][C:75]([CH3:78])([CH3:77])[CH3:76])=[O:73].Cl.[OH-].[Na+], predict the reaction product. The product is: [NH:1]([C:39]([O:41][C:42]([CH3:45])([CH3:43])[CH3:44])=[O:40])[C@H:2]([C:11]([NH:13][C@H:14]([C:36]([NH:70][CH2:71][C:72]([O:74][C:75]([CH3:78])([CH3:77])[CH3:76])=[O:73])=[O:38])[CH2:15][S:16][C:17]([C:30]1[CH:35]=[CH:34][CH:33]=[CH:32][CH:31]=1)([C:24]1[CH:25]=[CH:26][CH:27]=[CH:28][CH:29]=1)[C:18]1[CH:19]=[CH:20][CH:21]=[CH:22][CH:23]=1)=[O:12])[CH2:3][C:4](=[O:10])[O:5][C:6]([CH3:7])([CH3:8])[CH3:9].